From a dataset of Forward reaction prediction with 1.9M reactions from USPTO patents (1976-2016). Predict the product of the given reaction. Given the reactants [OH:1][C@H:2]1[CH2:7][CH2:6][CH2:5][CH2:4][C@@H:3]1[NH:8][C:9]([C:11]1[C:15]2=[N:16][CH:17]=[CH:18][C:19]([O:20][CH3:21])=[C:14]2[N:13](C(OC(C)(C)C)=O)[CH:12]=1)=[O:10].C(O)(C(F)(F)F)=O, predict the reaction product. The product is: [OH:1][C@H:2]1[CH2:7][CH2:6][CH2:5][CH2:4][C@@H:3]1[NH:8][C:9]([C:11]1[C:15]2=[N:16][CH:17]=[CH:18][C:19]([O:20][CH3:21])=[C:14]2[NH:13][CH:12]=1)=[O:10].